Dataset: Forward reaction prediction with 1.9M reactions from USPTO patents (1976-2016). Task: Predict the product of the given reaction. Given the reactants [Br:1][CH2:2][C:3]1[CH:8]=[CH:7][C:6]([CH2:9][C:10](O)=[O:11])=[CH:5][CH:4]=1.B.C1COCC1, predict the reaction product. The product is: [Br:1][CH2:2][C:3]1[CH:8]=[CH:7][C:6]([CH2:9][CH2:10][OH:11])=[CH:5][CH:4]=1.